From a dataset of Peptide-MHC class I binding affinity with 185,985 pairs from IEDB/IMGT. Regression. Given a peptide amino acid sequence and an MHC pseudo amino acid sequence, predict their binding affinity value. This is MHC class I binding data. (1) The peptide sequence is IISTDQDTM. The MHC is HLA-A02:06 with pseudo-sequence HLA-A02:06. The binding affinity (normalized) is 0.282. (2) The peptide sequence is QTDDGVRFT. The MHC is HLA-B44:02 with pseudo-sequence HLA-B44:02. The binding affinity (normalized) is 0.0847. (3) The peptide sequence is FSWTITDAV. The MHC is HLA-A68:02 with pseudo-sequence HLA-A68:02. The binding affinity (normalized) is 0.854. (4) The peptide sequence is GENPTWKQW. The MHC is Mamu-B17 with pseudo-sequence Mamu-B17. The binding affinity (normalized) is 0.184. (5) The peptide sequence is KSRCASPST. The MHC is HLA-A26:03 with pseudo-sequence HLA-A26:03. The binding affinity (normalized) is 0.0847.